From a dataset of Peptide-MHC class I binding affinity with 185,985 pairs from IEDB/IMGT. Regression. Given a peptide amino acid sequence and an MHC pseudo amino acid sequence, predict their binding affinity value. This is MHC class I binding data. (1) The peptide sequence is TEAEKWPFF. The MHC is HLA-C07:01 with pseudo-sequence HLA-C07:01. The binding affinity (normalized) is 0.0847. (2) The peptide sequence is ERNPYENIL. The MHC is HLA-A69:01 with pseudo-sequence HLA-A69:01. The binding affinity (normalized) is 0.0847. (3) The peptide sequence is AYSSWMYSY. The MHC is HLA-A25:01 with pseudo-sequence HLA-A25:01. The binding affinity (normalized) is 0.0847. (4) The peptide sequence is GIPLYDAIK. The MHC is HLA-A11:01 with pseudo-sequence HLA-A11:01. The binding affinity (normalized) is 0.172. (5) The peptide sequence is TPKKPNSAL. The MHC is HLA-B39:01 with pseudo-sequence HLA-B39:01. The binding affinity (normalized) is 0.0847. (6) The peptide sequence is VGNVYVKF. The MHC is HLA-A33:01 with pseudo-sequence HLA-A33:01. The binding affinity (normalized) is 0. (7) The peptide sequence is VSFIEFVGW. The MHC is HLA-B58:01 with pseudo-sequence HLA-B58:01. The binding affinity (normalized) is 0.979.